Dataset: Reaction yield outcomes from USPTO patents with 853,638 reactions. Task: Predict the reaction yield, written as a fraction of the theoretical maximum amount of product (1.0 means a 100% yield; for example, 0.34 means a 34% yield). (1) The reactants are [OH:1][N:2]1[C:7](=[O:8])[C:6]([CH2:9][C:10]2[CH:15]=[CH:14][C:13]([C:16]3[C:17]([C:22]#[N:23])=[CH:18][CH:19]=[CH:20][CH:21]=3)=[CH:12][CH:11]=2)=[C:5]([CH2:24][CH2:25][CH3:26])[N:4]=[C:3]1[CH3:27].[O:28]1[CH2:33][CH2:32][CH:31](O)[CH2:30][CH2:29]1.C1(P(C2C=CC=CC=2)C2C=CC=CC=2)C=CC=CC=1.[N:55]([C:56]([O:58]C(C)C)=[O:57])=[N:55][C:56]([O:58]C(C)C)=[O:57]. The catalyst is O1CCCC1.C(OCC)(=O)C. The product is [CH3:27][C:3]1[N:2]([O:1][CH:31]2[CH2:32][CH2:33][O:28][CH2:29][CH2:30]2)[C:7](=[O:8])[C:6]([CH2:9][C:10]2[CH:11]=[CH:12][C:13]([C:16]3[CH:21]=[CH:20][CH:19]=[CH:18][C:17]=3[C:22]3[NH:55][C:56](=[O:57])[O:58][N:23]=3)=[CH:14][CH:15]=2)=[C:5]([CH2:24][CH2:25][CH3:26])[N:4]=1. The yield is 0.490. (2) The reactants are [Cl:1][C:2]1[CH:7]=[CH:6][C:5]([C:8](=O)[CH2:9][C:10](=O)[C:11]([F:14])([F:13])[F:12])=[CH:4][CH:3]=1.[N+]([O-])(O)=O.[N+]([O-])(O)=O.[CH3:25][O:26][C:27]1[CH:28]=[C:29]([NH:39][C:40]([NH2:42])=[NH:41])[CH:30]=[CH:31][C:32]=1[N:33]1[CH:37]=[C:36]([CH3:38])[N:35]=[CH:34]1.C(N(CC)CC)C. The catalyst is C(O)C.C(OCC)(=O)C. The product is [Cl:1][C:2]1[CH:7]=[CH:6][C:5]([C:8]2[CH:9]=[C:10]([C:11]([F:14])([F:13])[F:12])[N:41]=[C:40]([NH:39][C:29]3[CH:30]=[CH:31][C:32]([N:33]4[CH:37]=[C:36]([CH3:38])[N:35]=[CH:34]4)=[C:27]([O:26][CH3:25])[CH:28]=3)[N:42]=2)=[CH:4][CH:3]=1. The yield is 0.110. (3) The reactants are [Br:1][C:2]1[CH:18]=[CH:17][C:5]2[C:6]3[N:7]=[C:8](C(O)=O)[S:9][C:10]=3[CH2:11][CH2:12][O:13][C:4]=2[CH:3]=1.C([N:21](CC)CC)C.C1(P(N=[N+]=[N-])(C2C=CC=CC=2)=O)C=CC=CC=1. The catalyst is C(O)(C)(C)C. The product is [Br:1][C:2]1[CH:18]=[CH:17][C:5]2[C:6]3[N:7]=[C:8]([NH2:21])[S:9][C:10]=3[CH2:11][CH2:12][O:13][C:4]=2[CH:3]=1. The yield is 0.700. (4) The reactants are [F:1][C:2]1[CH:10]=[CH:9][CH:8]=[C:7]([F:11])[C:3]=1[C:4](Cl)=[O:5].[CH3:12][C:13]1[O:14][C:15]2[CH:28]=[CH:27][CH:26]=[CH:25][C:16]=2[C:17]=1[C:18]1[CH:19]=[CH:20][C:21]([NH2:24])=[N:22][CH:23]=1.CCN(C(C)C)C(C)C. The catalyst is ClCCl.O1CCCC1.CO.[OH-].[Na+]. The product is [F:1][C:2]1[CH:10]=[CH:9][CH:8]=[C:7]([F:11])[C:3]=1[C:4]([NH:24][C:21]1[CH:20]=[CH:19][C:18]([C:17]2[C:16]3[CH:25]=[CH:26][CH:27]=[CH:28][C:15]=3[O:14][C:13]=2[CH3:12])=[CH:23][N:22]=1)=[O:5]. The yield is 0.730. (5) The reactants are [NH:1]1[CH2:5][CH2:4][CH2:3][CH2:2]1.[OH:6][C:7]1[CH:14]=[C:13]([F:15])[C:10]([CH:11]=O)=[C:9]([F:16])[CH:8]=1.C(O[BH-](OC(=O)C)OC(=O)C)(=O)C.[Na+].Cl. The catalyst is ClCCl.O. The product is [F:15][C:13]1[CH:14]=[C:7]([OH:6])[CH:8]=[C:9]([F:16])[C:10]=1[CH2:11][N:1]1[CH2:5][CH2:4][CH2:3][CH2:2]1. The yield is 0.200. (6) The reactants are C(OC([N:8](CC1C=CC(OC)=CC=1)[C:9]1[CH:14]=[C:13]([CH2:15][C@H:16]2[C:19](=[O:20])[N:18]([C:21](=[O:31])[NH:22][C@@H:23]([C:25]3[CH:30]=[CH:29][CH:28]=[CH:27][CH:26]=3)[CH3:24])[C@@H:17]2[C:32]([O:34][CH2:35][CH3:36])=[O:33])[CH:12]=[CH:11][N:10]=1)=O)(C)(C)C.FC(F)(F)C(O)=O. The catalyst is C(Cl)Cl. The product is [NH2:8][C:9]1[CH:14]=[C:13]([CH2:15][C@H:16]2[C:19](=[O:20])[N:18]([C:21](=[O:31])[NH:22][C@@H:23]([C:25]3[CH:26]=[CH:27][CH:28]=[CH:29][CH:30]=3)[CH3:24])[C@@H:17]2[C:32]([O:34][CH2:35][CH3:36])=[O:33])[CH:12]=[CH:11][N:10]=1. The yield is 0.890. (7) The reactants are [C:1]([O:5][C:6]([N:8]1[C@H:17]([C:18]([OH:20])=O)[CH2:16][C:15]2[C:10](=[CH:11][C:12]([N+:21]([O-:23])=[O:22])=[CH:13][CH:14]=2)[CH2:9]1)=[O:7])([CH3:4])([CH3:3])[CH3:2].C(Cl)CCl.C1C=NC2N(O)N=NC=2C=1.[C@H:38]1([NH2:48])[C:47]2[C:42](=[CH:43][CH:44]=[CH:45][CH:46]=2)[CH2:41][CH2:40][CH2:39]1.CCN(C(C)C)C(C)C. The catalyst is CN(C=O)C.C(OCC)(=O)C.[Cl-].[Na+].O. The product is [N+:21]([C:12]1[CH:11]=[C:10]2[C:15]([CH2:16][C@@H:17]([C:18](=[O:20])[NH:48][C@H:38]3[C:47]4[C:42](=[CH:43][CH:44]=[CH:45][CH:46]=4)[CH2:41][CH2:40][CH2:39]3)[N:8]([C:6]([O:5][C:1]([CH3:2])([CH3:3])[CH3:4])=[O:7])[CH2:9]2)=[CH:14][CH:13]=1)([O-:23])=[O:22]. The yield is 0.820.